Task: Regression. Given a peptide amino acid sequence and an MHC pseudo amino acid sequence, predict their binding affinity value. This is MHC class I binding data.. Dataset: Peptide-MHC class I binding affinity with 185,985 pairs from IEDB/IMGT (1) The binding affinity (normalized) is 0.0883. The MHC is H-2-Kb with pseudo-sequence H-2-Kb. The peptide sequence is SDLANSHQR. (2) The MHC is HLA-A02:01 with pseudo-sequence HLA-A02:01. The binding affinity (normalized) is 0.460. The peptide sequence is LIYSMEFTNL.